Dataset: Experimentally validated miRNA-target interactions with 360,000+ pairs, plus equal number of negative samples. Task: Binary Classification. Given a miRNA mature sequence and a target amino acid sequence, predict their likelihood of interaction. (1) The protein sequence of the target gene is MASDTPESLMALCTDFCLRNLDGTLGYLLDKETLRLHPDIFLPSEICDQLVNEYVELVSAACTFEPHETFFSLFSDPRSTRLTRIHLREDLVQDQDLEAIRKQDLVELYLTNCEKLSAKSLQTLRSFRHSLVSLSLSGCANIFYEEDNPGGCEDECLVNPTCQVLVKDFTFEGFSRLRFLNLGRMIDGIPVESLLRPLNSLAALDLSGIQTSDATFLTQWKDSLMSLVLYNMDLSDDHIRVIVQLHKLRSKILTCGPHLISSHLDISRDRLSSYYKFKLTRKVLSLLVQKLGNLMSLDIS.... Result: 0 (no interaction). The miRNA is rno-miR-26b-5p with sequence UUCAAGUAAUUCAGGAUAGGU. (2) The miRNA is hsa-miR-6864-5p with sequence UUGAAGGGACAAGUCAGAUAUGCC. The protein sequence of the target gene is MGTRASSITALASCSRTAGQVGATMVAGSLLLLGFLSTITAQPEQKTLSLPGTYRHVDRTTGQVLTCDKCPAGTYVSEHCTNMSLRVCSSCPAGTFTRHENGIERCHDCSQPCPWPMIERLPCAALTDRECICPPGMYQSNGTCAPHTVCPVGWGVRKKGTENEDVRCKQCARGTFSDVPSSVMKCKAHTDCLGQNLEVVKPGTKETDNVCGMRLFFSSTNPPSSGTVTFSHPEHMESHDVPSSTYEPQGMNSTDSNSTASVRTKVPSGIEEGTVPDNTSSTSGKEGTNRTLPNPPQVTH.... Result: 0 (no interaction).